Dataset: Reaction yield outcomes from USPTO patents with 853,638 reactions. Task: Predict the reaction yield, written as a fraction of the theoretical maximum amount of product (1.0 means a 100% yield; for example, 0.34 means a 34% yield). The reactants are C([N:8](CC1C=CC=CC=1)[C:9]1[CH:14]=[CH:13][C:12]([C:15]([F:18])([F:17])[F:16])=[C:11]([O:19][CH3:20])[N:10]=1)C1C=CC=CC=1. The catalyst is CO.CC(O)=O.[OH-].[Pd+2].[OH-]. The product is [CH3:20][O:19][C:11]1[N:10]=[C:9]([NH2:8])[CH:14]=[CH:13][C:12]=1[C:15]([F:18])([F:16])[F:17]. The yield is 0.900.